Dataset: Forward reaction prediction with 1.9M reactions from USPTO patents (1976-2016). Task: Predict the product of the given reaction. (1) Given the reactants [N+]([C:4]1[CH:9]=[CH:8][C:7]([S:10]([NH:13][C:14]2[CH:15]=[C:16]([CH:21]=[CH:22][C:23]=2[NH:24][S:25]([C:28]2[CH:33]=[CH:32][C:31]([N+]([O-])=O)=[CH:30][CH:29]=2)(=[O:27])=[O:26])[C:17]([O:19][CH3:20])=[O:18])(=[O:12])=[O:11])=[CH:6][CH:5]=1)([O-])=O.NC1C=C(C=CC=1N)C(OC)=O.[F:49][C:50]([F:62])([F:61])C1C=CC(S(Cl)(=O)=O)=CC=1, predict the reaction product. The product is: [F:49][C:50]([F:62])([F:61])[C:4]1[CH:9]=[CH:8][C:7]([S:10]([NH:13][C:14]2[CH:15]=[C:16]([CH:21]=[CH:22][C:23]=2[NH:24][S:25]([C:28]2[CH:29]=[CH:30][C:31]([C:50]([F:62])([F:61])[F:49])=[CH:32][CH:33]=2)(=[O:27])=[O:26])[C:17]([O:19][CH3:20])=[O:18])(=[O:12])=[O:11])=[CH:6][CH:5]=1. (2) Given the reactants C([O:4][C:5]1[CH:10]=[C:9]([F:11])[CH:8]=[C:7]([F:12])[C:6]=1[O:13][C:14]1[CH:19]=[CH:18][C:17]([CH3:20])=[CH:16][CH:15]=1)(=O)C.[OH-].[K+].Cl.CCOC(C)=O, predict the reaction product. The product is: [F:12][C:7]1[C:6]([O:13][C:14]2[CH:19]=[CH:18][C:17]([CH3:20])=[CH:16][CH:15]=2)=[C:5]([OH:4])[CH:10]=[C:9]([F:11])[CH:8]=1.